From a dataset of Reaction yield outcomes from USPTO patents with 853,638 reactions. Predict the reaction yield, written as a fraction of the theoretical maximum amount of product (1.0 means a 100% yield; for example, 0.34 means a 34% yield). (1) The reactants are [CH3:1][O:2][C:3]1[CH:8]=[CH:7][C:6]([CH:9]2[CH2:14][CH2:13][O:12][CH2:11][CH2:10]2)=[CH:5][C:4]=1[NH:15][C:16]([C:18]1[NH:19][CH:20]=[CH:21][N:22]=1)=O.COC1C=CC(P2(SP(C3C=CC(OC)=CC=3)(=S)S2)=[S:32])=CC=1.O. The catalyst is C1(C)C=CC=CC=1. The product is [CH3:1][O:2][C:3]1[CH:8]=[CH:7][C:6]([CH:9]2[CH2:14][CH2:13][O:12][CH2:11][CH2:10]2)=[CH:5][C:4]=1[NH:15][C:16]([C:18]1[NH:19][CH:20]=[CH:21][N:22]=1)=[S:32]. The yield is 0.410. (2) The reactants are [NH2:1][CH2:2][C:3]1[CH:8]=[CH:7][CH:6]=[CH:5][N:4]=1.C(OC([NH:16][CH2:17][C:18]1[CH:26]=[CH:25][C:21]([C:22](O)=[O:23])=[CH:20][CH:19]=1)=O)(C)(C)C. No catalyst specified. The product is [NH2:16][CH2:17][C:18]1[CH:26]=[CH:25][C:21]([C:22]([NH:1][CH2:2][C:3]2[CH:8]=[CH:7][CH:6]=[CH:5][N:4]=2)=[O:23])=[CH:20][CH:19]=1. The yield is 1.00. (3) The product is [CH3:3][O:4][C:5]1[CH:6]=[C:7]2[C:11](=[CH:12][CH:13]=1)[N:10]([CH3:15])[C:9](=[O:14])[CH2:8]2. The catalyst is C1(C)C=CC=CC=1. The reactants are [H-].[Na+].[CH3:3][O:4][C:5]1[CH:6]=[C:7]2[C:11](=[CH:12][CH:13]=1)[NH:10][C:9](=[O:14])[CH2:8]2.[CH3:15]OS(OC)(=O)=O. The yield is 0.530. (4) The reactants are [I:1][C:2]1[CH:8]=[C:7]([CH3:9])[CH:6]=[CH:5][C:3]=1N.N([O-])=O.[Na+].[Na+].[Br-:15]. The catalyst is CC(O)=O.OS(O)(=O)=O.O.[O-]S([O-])(=O)=O.[Cu+2]. The product is [Br:15][C:3]1[CH:5]=[CH:6][C:7]([CH3:9])=[CH:8][C:2]=1[I:1]. The yield is 0.680. (5) The reactants are Br[C:2]12[CH2:11][CH:6]3[CH2:7][CH:8]([CH2:10][CH:4]([CH2:5]3)[CH2:3]1)[CH2:9]2.[F:12][C:13]1[CH:18]=[CH:17][CH:16]=[CH:15][C:14]=1[O:19][CH3:20]. No catalyst specified. The product is [F:12][C:13]1[CH:18]=[C:17]([C:2]23[CH2:11][CH:6]4[CH2:7][CH:8]([CH2:10][CH:4]([CH2:5]4)[CH2:3]2)[CH2:9]3)[CH:16]=[CH:15][C:14]=1[O:19][CH3:20]. The yield is 0.833. (6) The reactants are [CH3:1][S:2]([CH2:5][CH2:6][C:7]1[CH:8]=[CH:9][CH:10]=[C:11]2[C:15]=1[NH:14][CH:13]=[C:12]2[C:16](=[O:24])[CH2:17][C:18]1[CH:23]=[CH:22][CH:21]=[CH:20][CH:19]=1)(=[O:4])=[O:3].[Br-].[Br-].[Br-].C1([N+](C)(C)C)C=CC=CC=1.C1([N+](C)(C)C)C=CC=CC=1.C1([N+](C)(C)C)C=CC=CC=1.[CH3:58][O:59][C:60]1[CH:61]=[C:62]([CH:64]=[C:65]([O:67][CH3:68])[CH:66]=1)[NH2:63]. The catalyst is C1COCC1. The product is [CH3:68][O:67][C:65]1[CH:64]=[C:62]([NH:63][CH:17]([C:18]2[CH:19]=[CH:20][CH:21]=[CH:22][CH:23]=2)[C:16]([C:12]2[C:11]3[C:15](=[C:7]([CH2:6][CH2:5][S:2]([CH3:1])(=[O:4])=[O:3])[CH:8]=[CH:9][CH:10]=3)[NH:14][CH:13]=2)=[O:24])[CH:61]=[C:60]([O:59][CH3:58])[CH:66]=1. The yield is 0.660. (7) The reactants are Cl[C:2]1[N:3]=[C:4]([NH:12][CH:13]([CH3:15])[CH3:14])[C:5]2[S:10][CH:9]=[C:8]([CH3:11])[C:6]=2[N:7]=1.[CH2:16]([NH2:19])[CH:17]=[CH2:18].C(=O)([O-])O.[Na+]. No catalyst specified. The product is [CH2:16]([NH:19][C:2]1[N:3]=[C:4]([NH:12][CH:13]([CH3:15])[CH3:14])[C:5]2[S:10][CH:9]=[C:8]([CH3:11])[C:6]=2[N:7]=1)[CH:17]=[CH2:18]. The yield is 0.777. (8) The reactants are [Cl:1][C:2]1[CH:7]=[CH:6][C:5](B(O)O)=[C:4]([F:11])[C:3]=1[O:12][CH3:13].[NH2:14][C:15]1[C:20]([C:21]#[C:22][CH3:23])=[C:19]([C:24]([O:26][CH3:27])=[O:25])[N:18]=[C:17](Cl)[N:16]=1.[F-].[Cs+].ClCCl. No catalyst specified. The product is [NH2:14][C:15]1[C:20]([C:21]#[C:22][CH3:23])=[C:19]([C:24]([O:26][CH3:27])=[O:25])[N:18]=[C:17]([C:5]2[CH:6]=[CH:7][C:2]([Cl:1])=[C:3]([O:12][CH3:13])[C:4]=2[F:11])[N:16]=1. The yield is 0.110. (9) The product is [NH2:14][C@H:6]1[C:7]2[C:12](=[CH:11][CH:10]=[CH:9][CH:8]=2)[CH2:13][C@H:5]1[C:3]([N:2]([CH3:22])[CH3:1])=[O:4]. The yield is 0.950. The catalyst is C(Cl)Cl.[Br-].[Br-].[Zn+2]. The reactants are [CH3:1][N:2]([CH3:22])[C:3]([C@@H:5]1[CH2:13][C:12]2[C:7](=[CH:8][CH:9]=[CH:10][CH:11]=2)[C@@H:6]1[NH:14]C(=O)OC(C)(C)C)=[O:4].C(O)C. (10) The reactants are [O:1]=[C:2]1[NH:11][C:10]2[C:9]3[CH2:12][CH2:13][CH2:14][CH2:15][C:8]=3[CH:7]=[CH:6][C:5]=2[N:4]([C:16]2[CH:17]=[C:18]([N:22]([CH3:35])S(C3C=CC=CC=3[N+]([O-])=O)(=O)=O)[CH:19]=[CH:20][CH:21]=2)[C:3]1=[O:36].C1(S)C=CC=CC=1.C(=O)([O-])[O-].[K+].[K+].[ClH:50].CO. The catalyst is C(Cl)(Cl)Cl.CO.CN(C=O)C. The product is [ClH:50].[CH3:35][NH:22][C:18]1[CH:17]=[C:16]([N:4]2[C:5]3[CH:6]=[CH:7][C:8]4[CH2:15][CH2:14][CH2:13][CH2:12][C:9]=4[C:10]=3[NH:11][C:2](=[O:1])[C:3]2=[O:36])[CH:21]=[CH:20][CH:19]=1. The yield is 0.710.